Dataset: Reaction yield outcomes from USPTO patents with 853,638 reactions. Task: Predict the reaction yield, written as a fraction of the theoretical maximum amount of product (1.0 means a 100% yield; for example, 0.34 means a 34% yield). (1) The reactants are [F:1][C:2]([F:29])([F:28])[C:3]1[CH:27]=[CH:26][CH:25]=[CH:24][C:4]=1[C:5]([N:7]1[CH2:11][C:10]2[CH2:12][N:13]([C:15]3[CH:23]=[CH:22][C:18]([C:19](O)=[O:20])=[CH:17][N:16]=3)[CH2:14][C:9]=2[CH2:8]1)=[O:6].Cl.[CH:31]1([CH2:34][CH2:35][NH2:36])[CH2:33][CH2:32]1. No catalyst specified. The product is [CH:31]1([CH2:34][CH2:35][NH:36][C:19](=[O:20])[C:18]2[CH:22]=[CH:23][C:15]([N:13]3[CH2:12][C:10]4[CH2:11][N:7]([C:5](=[O:6])[C:4]5[CH:24]=[CH:25][CH:26]=[CH:27][C:3]=5[C:2]([F:29])([F:28])[F:1])[CH2:8][C:9]=4[CH2:14]3)=[N:16][CH:17]=2)[CH2:33][CH2:32]1. The yield is 0.370. (2) No catalyst specified. The product is [ClH:25].[CH3:28][NH:29][CH2:23][C:10]1[CH:9]=[C:8]([C:4]2[CH:5]=[CH:6][CH:7]=[C:2]([F:1])[CH:3]=2)[N:12]([S:13]([C:16]2[CH:21]=[CH:20][C:19]([CH3:22])=[CH:18][CH:17]=2)(=[O:15])=[O:14])[CH:11]=1. The yield is 0.690. The reactants are [F:1][C:2]1[CH:3]=[C:4]([C:8]2[N:12]([S:13]([C:16]3[CH:21]=[CH:20][C:19]([CH3:22])=[CH:18][CH:17]=3)(=[O:15])=[O:14])[CH:11]=[C:10]([CH:23]=O)[CH:9]=2)[CH:5]=[CH:6][CH:7]=1.[Cl-:25].C[NH3+].[C:28]([BH3-])#[N:29].[Na+]. (3) The catalyst is O1CCCC1. The yield is 0.800. The product is [CH:1]([C:4]1[C:8]([CH2:9][CH2:10][CH2:11][O:12][C:24]2[C:29]([O:30][CH3:31])=[CH:28][CH:27]=[CH:26][C:25]=2[CH2:32][C:33]([OH:35])=[O:34])=[CH:7][N:6]([C:13]2[N:14]=[N:15][C:16]([C:19]([F:21])([F:20])[F:22])=[CH:17][CH:18]=2)[N:5]=1)([CH3:3])[CH3:2]. The reactants are [CH:1]([C:4]1[C:8]([CH2:9][CH2:10][CH2:11][OH:12])=[CH:7][N:6]([C:13]2[N:14]=[N:15][C:16]([C:19]([F:22])([F:21])[F:20])=[CH:17][CH:18]=2)[N:5]=1)([CH3:3])[CH3:2].O[C:24]1[C:29]([O:30][CH3:31])=[CH:28][CH:27]=[CH:26][C:25]=1[CH2:32][C:33]([O:35]C)=[O:34].C(P(CCCC)CCCC)CCC.N(C(N1CCCCC1)=O)=NC(N1CCCCC1)=O. (4) The reactants are C(Cl)CCl.[N:5]1[C:14]2[NH:13][CH2:12][CH2:11][CH2:10][C:9]=2[CH:8]=[C:7](/[CH:15]=[CH:16]/[C:17]([OH:19])=O)[CH:6]=1.[CH3:20][N:21]1[C:29]2[C:24](=[CH:25][CH:26]=[CH:27][CH:28]=2)[CH:23]=[C:22]1[CH2:30][NH:31][CH3:32].C1C=CC2N(O)N=NC=2C=1.O.CCN(CC)CC. The catalyst is CN(C=O)C. The product is [CH3:32][N:31]([CH2:30][C:22]1[N:21]([CH3:20])[C:29]2[C:24]([CH:23]=1)=[CH:25][CH:26]=[CH:27][CH:28]=2)[C:17](=[O:19])/[CH:16]=[CH:15]/[C:7]1[CH:6]=[N:5][C:14]2[NH:13][CH2:12][CH2:11][CH2:10][C:9]=2[CH:8]=1. The yield is 0.700. (5) The reactants are [NH2:1][C:2]1[C:3]([Cl:14])=[CH:4][C:5]([Cl:13])=[C:6]2[C:11]=1[CH:10]=[C:9]([OH:12])[CH:8]=[CH:7]2.N1C=CC=CC=1.[C:21](OC(=O)C)(=[O:23])[CH3:22].O. The catalyst is ClCCl. The product is [C:21]([O:12][C:9]1[CH:8]=[CH:7][C:6]2[C:11](=[C:2]([NH2:1])[C:3]([Cl:14])=[CH:4][C:5]=2[Cl:13])[CH:10]=1)(=[O:23])[CH3:22]. The yield is 0.890.